This data is from Forward reaction prediction with 1.9M reactions from USPTO patents (1976-2016). The task is: Predict the product of the given reaction. (1) Given the reactants Cl[C:2]1[C:3]([N:17]2[CH2:22][CH2:21][O:20][CH2:19][CH2:18]2)=[CH:4][C:5]([NH:8][C:9]2[N:10]=[CH:11][C:12]([C:15]#[N:16])=[N:13][CH:14]=2)=[N:6][CH:7]=1.[C:23]1(B(O)O)[CH:28]=[CH:27][CH:26]=[CH:25][CH:24]=1.C(=O)([O-])[O-].[Na+].[Na+], predict the reaction product. The product is: [O:20]1[CH2:21][CH2:22][N:17]([C:3]2[C:2]([C:23]3[CH:28]=[CH:27][CH:26]=[CH:25][CH:24]=3)=[CH:7][N:6]=[C:5]([NH:8][C:9]3[N:10]=[CH:11][C:12]([C:15]#[N:16])=[N:13][CH:14]=3)[CH:4]=2)[CH2:18][CH2:19]1. (2) Given the reactants [O-]Cl.[Na+].CS.C(=O)C.[CH3:9][CH:10]([CH3:22])[C:11]([O:13][CH:14]([O:18][C:19]([CH3:21])=[S:20])[CH:15](C)C)=[O:12], predict the reaction product. The product is: [CH3:21][C:19]([O:18][C@H:14]([O:13][C:11](=[O:12])[CH:10]([CH3:22])[CH3:9])[CH3:15])=[S:20]. (3) Given the reactants FC(F)(F)S(O[C:7]1[CH:12]=[CH:11][CH:10]=[C:9]([CH2:13][N:14]2[C:22]3[C:17](=[C:18]([NH:23][C:24]([C:26]4[N:30]5[CH:31]=[CH:32][CH:33]=[CH:34][C:29]5=[N:28][CH:27]=4)=[O:25])[CH:19]=[CH:20][CH:21]=3)[C:16]([CH2:35][CH3:36])=[N:15]2)[N:8]=1)(=O)=O.[B-](F)(F)(F)[CH:40]=[CH2:41].[K+].C(N(CC)CC)C, predict the reaction product. The product is: [CH2:35]([C:16]1[C:17]2[C:22](=[CH:21][CH:20]=[CH:19][C:18]=2[NH:23][C:24]([C:26]2[N:30]3[CH:31]=[CH:32][CH:33]=[CH:34][C:29]3=[N:28][CH:27]=2)=[O:25])[N:14]([CH2:13][C:9]2[CH:10]=[CH:11][CH:12]=[C:7]([CH:40]=[CH2:41])[N:8]=2)[N:15]=1)[CH3:36]. (4) Given the reactants Cl[CH2:2][C@H:3]([OH:18])[CH2:4][C:5]1[CH:10]=[CH:9][CH:8]=[C:7]([O:11][CH2:12][CH:13]([CH2:16][CH3:17])[CH2:14][CH3:15])[CH:6]=1.[N-:19]=[N+:20]=[N-:21].[Na+], predict the reaction product. The product is: [N:19]([CH2:2][C@H:3]([OH:18])[CH2:4][C:5]1[CH:10]=[CH:9][CH:8]=[C:7]([O:11][CH2:12][CH:13]([CH2:16][CH3:17])[CH2:14][CH3:15])[CH:6]=1)=[N+:20]=[N-:21]. (5) Given the reactants Cl[CH2:2][C:3]1[C:8]([CH3:9])=[N:7][C:6]2[N:10]([CH2:13][CH3:14])[N:11]=[CH:12][C:5]=2[C:4]=1[NH:15][CH:16]1[CH2:21][CH2:20][O:19][CH2:18][CH2:17]1.[CH3:22][N:23]1[CH2:27][CH2:26][NH:25][C:24]1=[O:28], predict the reaction product. The product is: [CH2:13]([N:10]1[C:6]2=[N:7][C:8]([CH3:9])=[C:3]([CH2:2][N:25]3[CH2:26][CH2:27][N:23]([CH3:22])[C:24]3=[O:28])[C:4]([NH:15][CH:16]3[CH2:21][CH2:20][O:19][CH2:18][CH2:17]3)=[C:5]2[CH:12]=[N:11]1)[CH3:14]. (6) Given the reactants Cl.CN.C[CH2:5][N:6](C(C)C)C(C)C.[CH3:13][C:14]([C:18]1[N:22]([CH2:23][CH:24]2[CH2:29][CH2:28][O:27][CH2:26][CH2:25]2)[C:21]2[CH:30]=[CH:31][C:32]([S:34]([N:37]3[CH:41]=[C:40]([C:42]([OH:44])=O)[CH:39]=[N:38]3)(=[O:36])=[O:35])=[CH:33][C:20]=2[N:19]=1)([CH3:17])[CH2:15][CH3:16].CN(C(ON1N=NC2C=CC=NC1=2)=[N+](C)C)C.F[P-](F)(F)(F)(F)F, predict the reaction product. The product is: [CH3:17][C:14]([C:18]1[N:22]([CH2:23][CH:24]2[CH2:25][CH2:26][O:27][CH2:28][CH2:29]2)[C:21]2[CH:30]=[CH:31][C:32]([S:34]([N:37]3[CH:41]=[C:40]([C:42]([NH:6][CH3:5])=[O:44])[CH:39]=[N:38]3)(=[O:35])=[O:36])=[CH:33][C:20]=2[N:19]=1)([CH3:13])[CH2:15][CH3:16]. (7) Given the reactants C[N:2]([CH:4]=[O:5])C.[CH:6]([O:9][C:10]([C:12]1[CH:13]=[CH:14][C:15]2[C:16]3[N:24]=[C:23]([C:25]4[CH:30]=[CH:29][CH:28]=[CH:27][CH:26]=4)[CH:22]=[C:21](C(O)=O)[C:17]=3[NH:18][C:19]=2[CH:20]=1)=[O:11])([CH3:8])[CH3:7].C(Cl)CCl.O.ON1C2C=CC=CC=2N=N1, predict the reaction product. The product is: [C:4]([C:21]1[C:17]2[NH:18][C:19]3[CH:20]=[C:12]([C:10]([O:9][CH:6]([CH3:8])[CH3:7])=[O:11])[CH:13]=[CH:14][C:15]=3[C:16]=2[N:24]=[C:23]([C:25]2[CH:30]=[CH:29][CH:28]=[CH:27][CH:26]=2)[CH:22]=1)(=[O:5])[NH2:2]. (8) Given the reactants [F:1][C:2]1[C:3]([OH:13])=[C:4]([CH:9]=[CH:10][C:11]=1[CH3:12])[C:5]([O:7][CH3:8])=[O:6].[Br:14]Br.S([O-])([O-])(=O)=S.[Na+].[Na+], predict the reaction product. The product is: [Br:14][C:10]1[C:11]([CH3:12])=[C:2]([F:1])[C:3]([OH:13])=[C:4]([CH:9]=1)[C:5]([O:7][CH3:8])=[O:6]. (9) Given the reactants [Cl:1][C:2]1[CH:7]=[CH:6][CH:5]=[CH:4][C:3]=1[CH:8]([CH:20]1[CH2:24][CH2:23][CH2:22][CH2:21]1)[CH2:9][C:10]([C:12]1[CH:13]=[N:14][C:15]([O:18]C)=[CH:16][CH:17]=1)=[O:11].Cl, predict the reaction product. The product is: [Cl:1][C:2]1[CH:7]=[CH:6][CH:5]=[CH:4][C:3]=1[CH:8]([CH:20]1[CH2:24][CH2:23][CH2:22][CH2:21]1)[CH2:9][C:10]([C:12]1[CH:17]=[CH:16][C:15](=[O:18])[NH:14][CH:13]=1)=[O:11]. (10) Given the reactants C([O:3][C:4](=[O:19])[CH:5]([C:11]1[C:16]([Cl:17])=[CH:15][C:14]([Cl:18])=[CH:13][N:12]=1)C(OCC)=O)C.[OH-].[Na+], predict the reaction product. The product is: [Cl:17][C:16]1[C:11]([CH2:5][C:4]([OH:19])=[O:3])=[N:12][CH:13]=[C:14]([Cl:18])[CH:15]=1.